Dataset: Reaction yield outcomes from USPTO patents with 853,638 reactions. Task: Predict the reaction yield, written as a fraction of the theoretical maximum amount of product (1.0 means a 100% yield; for example, 0.34 means a 34% yield). The reactants are [Br:1][C:2]1[CH:17]=[CH:16][C:5]2[N:6]=[C:7]([C:9]3[CH:10]=[C:11]([CH:13]=[CH:14][CH:15]=3)[NH2:12])[O:8][C:4]=2[CH:3]=1.C(N(CC)CC)C.[O:25]1CC[CH2:27][CH2:26]1.C(Cl)(=O)C. The catalyst is O. The product is [Br:1][C:2]1[CH:17]=[CH:16][C:5]2[N:6]=[C:7]([C:9]3[CH:10]=[C:11]([NH:12][C:26](=[O:25])[CH3:27])[CH:13]=[CH:14][CH:15]=3)[O:8][C:4]=2[CH:3]=1. The yield is 0.870.